From a dataset of Forward reaction prediction with 1.9M reactions from USPTO patents (1976-2016). Predict the product of the given reaction. (1) Given the reactants [OH:1][C:2]1[CH:7]=[CH:6][C:5]([CH2:8][C@@H:9]([NH:27]C(=O)OC(C)(C)C)[C:10](=[O:26])[NH:11][C:12]2[CH:13]=[C:14]3[C:24](=[O:25])[NH:23][N:22]=[CH:21][C:16]4=[CH:17][NH:18][C:19]([CH:20]=2)=[C:15]34)=[CH:4][CH:3]=1.[ClH:35], predict the reaction product. The product is: [ClH:35].[NH2:27][C@H:9]([CH2:8][C:5]1[CH:6]=[CH:7][C:2]([OH:1])=[CH:3][CH:4]=1)[C:10]([NH:11][C:12]1[CH:13]=[C:14]2[C:24](=[O:25])[NH:23][N:22]=[CH:21][C:16]3=[CH:17][NH:18][C:19]([CH:20]=1)=[C:15]23)=[O:26]. (2) The product is: [CH:17]([C:14]1[CH:13]=[CH:12][C:11]([CH:7]2[C:6]3[C:5]([CH3:20])=[C:4]([NH:21][C:22](=[O:28])[CH2:23][C:24]([CH3:25])([CH3:27])[CH3:26])[C:3]([CH3:29])=[C:2]([C:30]4[CH:35]=[CH:34][CH:33]=[CH:32][CH:31]=4)[C:10]=3[O:9][CH2:8]2)=[CH:16][CH:15]=1)([CH3:18])[CH3:19]. Given the reactants Br[C:2]1[C:10]2[O:9][CH2:8][CH:7]([C:11]3[CH:16]=[CH:15][C:14]([CH:17]([CH3:19])[CH3:18])=[CH:13][CH:12]=3)[C:6]=2[C:5]([CH3:20])=[C:4]([NH:21][C:22](=[O:28])[CH2:23][C:24]([CH3:27])([CH3:26])[CH3:25])[C:3]=1[CH3:29].[C:30]1(B(O)O)[CH:35]=[CH:34][CH:33]=[CH:32][CH:31]=1.C(=O)([O-])[O-].[Na+].[Na+].COCCOC, predict the reaction product. (3) Given the reactants P(Cl)(Cl)(Cl)(Cl)Cl.O1CCOCC1.[CH:13]1([NH:16][C:17](=O)[C:18]2[CH:23]=[CH:22][C:21]([N+:24]([O-:26])=[O:25])=[C:20]([CH3:27])[CH:19]=2)[CH2:15][CH2:14]1.[N-:29]=[N+:30]=[N-:31].[Na+], predict the reaction product. The product is: [CH:13]1([N:16]2[C:17]([C:18]3[CH:23]=[CH:22][C:21]([N+:24]([O-:26])=[O:25])=[C:20]([CH3:27])[CH:19]=3)=[N:31][N:30]=[N:29]2)[CH2:15][CH2:14]1. (4) Given the reactants [CH2:1]1[C:10]2[C:5](=[CH:6][CH:7]=[C:8]([C:11]#[N:12])[CH:9]=2)[CH2:4][CH2:3][NH:2]1, predict the reaction product. The product is: [CH2:1]1[C:10]2[C:5](=[CH:6][CH:7]=[C:8]([CH2:11][NH2:12])[CH:9]=2)[CH2:4][CH2:3][NH:2]1. (5) Given the reactants [C:1]1([N:7]([C:16]2[CH:21]=[CH:20][CH:19]=[CH:18][CH:17]=2)[C:8]2[CH:15]=[CH:14][C:11]([CH:12]=[O:13])=[CH:10][CH:9]=2)[CH:6]=[CH:5][CH:4]=[CH:3][CH:2]=1.C1C(=O)N([Br:29])C(=O)C1.C(OCC)(=O)C, predict the reaction product. The product is: [Br:29][C:4]1[CH:5]=[CH:6][C:1]([N:7]([C:16]2[CH:21]=[CH:20][CH:19]=[CH:18][CH:17]=2)[C:8]2[CH:15]=[CH:14][C:11]([CH:12]=[O:13])=[CH:10][CH:9]=2)=[CH:2][CH:3]=1. (6) Given the reactants Cl.Cl.[N:3]12[CH2:10][CH2:9][CH:6]([CH2:7][CH2:8]1)[C@@H:5]([NH2:11])[CH2:4]2.[Br:12][C:13]1[CH:21]=[CH:20][C:16]([C:17](O)=[O:18])=[CH:15][CH:14]=1, predict the reaction product. The product is: [N:3]12[CH2:10][CH2:9][CH:6]([CH2:7][CH2:8]1)[C@@H:5]([NH:11][C:17](=[O:18])[C:16]1[CH:20]=[CH:21][C:13]([Br:12])=[CH:14][CH:15]=1)[CH2:4]2.